From a dataset of Forward reaction prediction with 1.9M reactions from USPTO patents (1976-2016). Predict the product of the given reaction. (1) Given the reactants [F:1][C:2]1[CH:7]=[CH:6][CH:5]=[CH:4][C:3]=1[CH2:8][C:9]([O:11]CC)=[O:10].[H-].[Na+].[CH:16]1(Br)[CH2:20][CH2:19][CH2:18][CH2:17]1, predict the reaction product. The product is: [CH:16]1([CH:8]([C:3]2[CH:4]=[CH:5][CH:6]=[CH:7][C:2]=2[F:1])[C:9]([OH:11])=[O:10])[CH2:20][CH2:19][CH2:18][CH2:17]1. (2) Given the reactants [NH2:1][C:2]1[C:3]([F:24])=[C:4]([C:8]2[N:9]=[C:10]([C:20]([CH3:23])([CH3:22])[CH3:21])[S:11][C:12]=2[C:13]2[CH:18]=[CH:17][N:16]=[C:15]([NH2:19])[N:14]=2)[CH:5]=[CH:6][CH:7]=1.[S:25]1[CH:29]=[CH:28][C:27]([S:30](Cl)(=[O:32])=[O:31])=[CH:26]1, predict the reaction product. The product is: [NH2:19][C:15]1[N:14]=[C:13]([C:12]2[S:11][C:10]([C:20]([CH3:21])([CH3:23])[CH3:22])=[N:9][C:8]=2[C:4]2[C:3]([F:24])=[C:2]([NH:1][S:30]([C:27]3[CH:28]=[CH:29][S:25][CH:26]=3)(=[O:32])=[O:31])[CH:7]=[CH:6][CH:5]=2)[CH:18]=[CH:17][N:16]=1.